This data is from Peptide-MHC class I binding affinity with 185,985 pairs from IEDB/IMGT. The task is: Regression. Given a peptide amino acid sequence and an MHC pseudo amino acid sequence, predict their binding affinity value. This is MHC class I binding data. (1) The peptide sequence is AWLLNILTIAV. The MHC is HLA-A02:01 with pseudo-sequence HLA-A02:01. The binding affinity (normalized) is 0.726. (2) The peptide sequence is MGAGLVFPI. The MHC is HLA-A32:07 with pseudo-sequence HLA-A32:07. The binding affinity (normalized) is 0.648. (3) The peptide sequence is AINKCVDIFT. The MHC is HLA-A02:01 with pseudo-sequence HLA-A02:01. The binding affinity (normalized) is 0.106. (4) The peptide sequence is YTYDLAEYR. The MHC is HLA-A31:01 with pseudo-sequence HLA-A31:01. The binding affinity (normalized) is 0.797. (5) The peptide sequence is YLLLTTNGT. The MHC is HLA-B51:01 with pseudo-sequence HLA-B51:01. The binding affinity (normalized) is 0.213.